From a dataset of Forward reaction prediction with 1.9M reactions from USPTO patents (1976-2016). Predict the product of the given reaction. Given the reactants [C:1]([O:5][C:6]([N:8]1[CH2:13][CH:12]=[C:11](OS(C(F)(F)F)(=O)=O)[CH:10]([CH3:22])[CH2:9]1)=[O:7])([CH3:4])([CH3:3])[CH3:2].[CH3:23][C@H:24]1[N:37]2[C:28]([CH2:29][O:30][C:31]3[C:36]2=[CH:35][C:34](B2OC(C)(C)C(C)(C)O2)=[CH:33][CH:32]=3)=[N:27][NH:26][C:25]1=[O:47].[O-]P([O-])([O-])=O.[K+].[K+].[K+], predict the reaction product. The product is: [C:1]([O:5][C:6]([N:8]1[CH2:13][CH:12]=[C:11]([C:34]2[CH:35]=[C:36]3[C:31](=[CH:32][CH:33]=2)[O:30][CH2:29][C:28]2[N:37]3[C@H:24]([CH3:23])[C:25](=[O:47])[NH:26][N:27]=2)[CH:10]([CH3:22])[CH2:9]1)=[O:7])([CH3:4])([CH3:3])[CH3:2].